From a dataset of Catalyst prediction with 721,799 reactions and 888 catalyst types from USPTO. Predict which catalyst facilitates the given reaction. Reactant: [C:1]([C:3]1[CH:18]=[CH:17][C:6]([CH2:7][CH2:8][NH:9]C(=O)OC(C)(C)C)=[CH:5][CH:4]=1)#[N:2].FC(F)(F)C(O)=O. Product: [NH2:9][CH2:8][CH2:7][C:6]1[CH:17]=[CH:18][C:3]([C:1]#[N:2])=[CH:4][CH:5]=1. The catalyst class is: 4.